This data is from Reaction yield outcomes from USPTO patents with 853,638 reactions. The task is: Predict the reaction yield, written as a fraction of the theoretical maximum amount of product (1.0 means a 100% yield; for example, 0.34 means a 34% yield). (1) The reactants are [F:1][C:2]([F:35])([F:34])[C:3]1[CH:4]=[C:5]([C:13]2([C:30]([F:33])([F:32])[F:31])[O:17][N:16]=[C:15]([C:18]3[N:19]4[C:23]([C:24]([C:27]([OH:29])=O)=[CH:25][CH:26]=3)=[CH:22][CH:21]=[CH:20]4)[CH2:14]2)[CH:6]=[C:7]([C:9]([F:12])([F:11])[F:10])[CH:8]=1.Cl.C(N=C=NCCCN(C)C)C.O.ON1C2C=CC=CC=2N=N1.CN1CCOCC1.[NH2:66][CH2:67][C:68]([NH:70][CH2:71][C:72]([F:75])([F:74])[F:73])=[O:69]. The catalyst is CN(C=O)C.C(Cl)Cl.O.CC(=O)OCC. The product is [F:73][C:72]([F:75])([F:74])[CH2:71][NH:70][C:68]([CH2:67][NH:66][C:27]([C:24]1[C:23]2[N:19]([CH:20]=[CH:21][CH:22]=2)[C:18]([C:15]2[CH2:14][C:13]([C:5]3[CH:6]=[C:7]([C:9]([F:10])([F:11])[F:12])[CH:8]=[C:3]([C:2]([F:35])([F:34])[F:1])[CH:4]=3)([C:30]([F:33])([F:32])[F:31])[O:17][N:16]=2)=[CH:26][CH:25]=1)=[O:29])=[O:69]. The yield is 0.170. (2) The reactants are [Cl:1][C:2]1[CH:7]=[C:6](I)[C:5]([C:9]([F:12])([F:11])[F:10])=[CH:4][N:3]=1.[F:13][C:14]([F:22])([F:21])[CH:15]1[CH2:20][CH2:19][NH:18][CH2:17][CH2:16]1.C(Cl)Cl.C([O-])([O-])=O.[Cs+].[Cs+]. The catalyst is C1(C)C=CC=CC=1.O.C1C=CC(P(C2C=CC=CC=2)[C-]2C=CC=C2)=CC=1.C1C=CC(P(C2C=CC=CC=2)[C-]2C=CC=C2)=CC=1.Cl[Pd]Cl.[Fe+2]. The product is [Cl:1][C:2]1[CH:7]=[C:6]([N:18]2[CH2:19][CH2:20][CH:15]([C:14]([F:22])([F:21])[F:13])[CH2:16][CH2:17]2)[C:5]([C:9]([F:12])([F:11])[F:10])=[CH:4][N:3]=1. The yield is 0.650. (3) The reactants are [C:1]([CH2:3][P:4](=[O:11])([O:8][CH2:9][CH3:10])[O:5][CH2:6][CH3:7])#[N:2].[CH3:12][Si:13]([N-][Si:13]([CH3:15])([CH3:14])[CH3:12])([CH3:15])[CH3:14].[Na+].Br[CH2:23][C:24]([CH3:41])=[CH:25][CH2:26][C:27]1[C:35]([OH:36])=[C:34]2[C:30]([CH2:31][O:32][C:33]2=[O:37])=[C:29]([CH3:38])[C:28]=1[O:39][CH3:40].[Cl-].[NH4+].[CH2:44]1[CH2:48]OCC1. No catalyst specified. The product is [CH2:6]([O:5][P:4]([CH:3]([C:1]#[N:2])[CH2:23][C:24]([CH3:41])=[CH:25][CH2:26][C:27]1[C:35]([O:36][CH2:48][CH2:44][Si:13]([CH3:15])([CH3:14])[CH3:12])=[C:34]2[C:30](=[C:29]([CH3:38])[C:28]=1[O:39][CH3:40])[CH2:31][O:32][C:33]2=[O:37])(=[O:11])[O:8][CH2:9][CH3:10])[CH3:7]. The yield is 0.900. (4) The reactants are [NH2:1][C:2]1[N:7]=[CH:6][N:5]=[C:4]([NH:8][C@H:9]([C:11]2[N:16]([C:17]3[CH:22]=[CH:21][CH:20]=[CH:19][CH:18]=3)[C:15](=[O:23])[C:14]3=[C:24]([CH3:27])[CH:25]=[CH:26][N:13]3[N:12]=2)[CH3:10])[C:3]=1Br.[OH:29][C:30]1[CH:31]=[C:32]([CH:38]=[C:39](B2OC(C)(C)C(C)(C)O2)[CH:40]=1)[C:33]([N:35]([CH3:37])[CH3:36])=[O:34].BrC1C=C(C=C(O)C=1)C(N(C)C)=O.C(=O)([O-])[O-].[Na+].[Na+]. The catalyst is O.C(COC)OC. The product is [NH2:1][C:2]1[C:3]([C:39]2[CH:38]=[C:32]([CH:31]=[C:30]([OH:29])[CH:40]=2)[C:33]([N:35]([CH3:37])[CH3:36])=[O:34])=[C:4]([NH:8][C@H:9]([C:11]2[N:16]([C:17]3[CH:22]=[CH:21][CH:20]=[CH:19][CH:18]=3)[C:15](=[O:23])[C:14]3=[C:24]([CH3:27])[CH:25]=[CH:26][N:13]3[N:12]=2)[CH3:10])[N:5]=[CH:6][N:7]=1. The yield is 0.440. (5) The reactants are Br.[F:2][C:3]1[CH:31]=[CH:30][C:6]([O:7][CH2:8][CH2:9][CH2:10][N:11]2[C:15]3[CH:16]=[CH:17][CH:18]=[CH:19][C:14]=3[N:13]([CH2:20][C:21]3[CH:28]=[CH:27][C:24]([CH:25]=O)=[CH:23][CH:22]=3)[C:12]2=[NH:29])=[CH:5][CH:4]=1.C(O[BH-](OC(=O)C)OC(=O)C)(=O)C.[Na+].[Cl:46][C:47]1[CH:59]=[CH:58][CH:57]=[CH:56][C:48]=1[CH2:49][N:50]1[CH2:55][CH2:54][NH:53][CH2:52][CH2:51]1. The catalyst is ClCCCl. The product is [Cl:46][C:47]1[CH:59]=[CH:58][CH:57]=[CH:56][C:48]=1[CH2:49][N:50]1[CH2:51][CH2:52][N:53]([CH2:25][C:24]2[CH:23]=[CH:22][C:21]([CH2:20][N:13]3[C:14]4[CH:19]=[CH:18][CH:17]=[CH:16][C:15]=4[N:11]([CH2:10][CH2:9][CH2:8][O:7][C:6]4[CH:5]=[CH:4][C:3]([F:2])=[CH:31][CH:30]=4)[C:12]3=[NH:29])=[CH:28][CH:27]=2)[CH2:54][CH2:55]1. The yield is 0.190. (6) The reactants are [C:1]1([CH:7]([C:34]2[CH:39]=[CH:38][CH:37]=[CH:36][CH:35]=2)[CH2:8][N:9]([CH2:25][C:26]2[CH:31]=[CH:30][C:29]([O:32][CH3:33])=[CH:28][CH:27]=2)[CH2:10][CH2:11]COC2C=C(CC(OC)=O)C=CC=2)[CH:6]=[CH:5][CH:4]=[CH:3][CH:2]=1.[Li+].[OH-].[CH3:42][C:43]([OH:45])=[O:44].[ClH:46].C[CH2:48][O:49][CH2:50][CH3:51]. The catalyst is O1CCCC1.O.CCOCC.O.CCOC(C)=O. The product is [ClH:46].[C:1]1([CH:7]([C:34]2[CH:39]=[CH:38][CH:37]=[CH:36][CH:35]=2)[CH2:8][N:9]([CH2:25][C:26]2[CH:31]=[CH:30][C:29]([O:32][CH3:33])=[CH:28][CH:27]=2)[CH:10]([CH3:11])[CH2:48][O:49][C:50]2[CH:51]=[C:6]([CH2:42][C:43]([OH:45])=[O:44])[CH:1]=[CH:2][CH:3]=2)[CH:6]=[CH:5][CH:4]=[CH:3][CH:2]=1. The yield is 0.750. (7) The reactants are [O:1]1[CH:10]2[CH:5]([NH:6][CH2:7][CH2:8][CH2:9]2)[CH2:4][CH2:3][CH2:2]1.Br[CH2:12][CH2:13][CH2:14][Cl:15].C([O-])([O-])=O.[K+].[K+]. The catalyst is CC(C)=O. The product is [Cl:15][CH2:14][CH2:13][CH2:12][N:6]1[CH2:7][CH2:8][CH2:9][CH:10]2[O:1][CH2:2][CH2:3][CH2:4][CH:5]12. The yield is 0.300. (8) The reactants are [CH3:1][C:2]1[CH:3]=[C:4]([OH:12])[CH:5]=[CH:6][C:7]=1[S:8]([CH3:11])(=[O:10])=[O:9].[N+:13]([O-])([OH:15])=[O:14].O. The catalyst is C(Cl)Cl. The product is [CH3:1][C:2]1[C:7]([S:8]([CH3:11])(=[O:10])=[O:9])=[CH:6][C:5]([N+:13]([O-:15])=[O:14])=[C:4]([OH:12])[CH:3]=1. The yield is 0.190.